This data is from NCI-60 drug combinations with 297,098 pairs across 59 cell lines. The task is: Regression. Given two drug SMILES strings and cell line genomic features, predict the synergy score measuring deviation from expected non-interaction effect. (1) Drug 2: C1=NC2=C(N1)C(=S)N=C(N2)N. Drug 1: CN(C)C1=NC(=NC(=N1)N(C)C)N(C)C. Synergy scores: CSS=13.2, Synergy_ZIP=1.54, Synergy_Bliss=2.83, Synergy_Loewe=-37.4, Synergy_HSA=0.854. Cell line: OVCAR-8. (2) Drug 1: C1=CC(=C2C(=C1NCCNCCO)C(=O)C3=C(C=CC(=C3C2=O)O)O)NCCNCCO. Drug 2: CC(C1=C(C=CC(=C1Cl)F)Cl)OC2=C(N=CC(=C2)C3=CN(N=C3)C4CCNCC4)N. Cell line: OVCAR-4. Synergy scores: CSS=29.6, Synergy_ZIP=-2.93, Synergy_Bliss=5.64, Synergy_Loewe=-8.84, Synergy_HSA=5.08. (3) Drug 1: C1CC(=O)NC(=O)C1N2C(=O)C3=CC=CC=C3C2=O. Drug 2: C(CCl)NC(=O)N(CCCl)N=O. Cell line: IGROV1. Synergy scores: CSS=2.23, Synergy_ZIP=-2.72, Synergy_Bliss=-3.77, Synergy_Loewe=-0.245, Synergy_HSA=-2.23. (4) Drug 1: C1=NC2=C(N1)C(=S)N=CN2. Drug 2: COCCOC1=C(C=C2C(=C1)C(=NC=N2)NC3=CC=CC(=C3)C#C)OCCOC.Cl. Cell line: UACC62. Synergy scores: CSS=42.1, Synergy_ZIP=-0.572, Synergy_Bliss=0.347, Synergy_Loewe=-19.1, Synergy_HSA=1.20.